Binary Classification. Given a miRNA mature sequence and a target amino acid sequence, predict their likelihood of interaction. From a dataset of Experimentally validated miRNA-target interactions with 360,000+ pairs, plus equal number of negative samples. (1) The miRNA is hsa-miR-106b-5p with sequence UAAAGUGCUGACAGUGCAGAU. The protein sequence of the target gene is MCSLASGATGGRGAVENEEDLPELSDSGDEAAWEDEDDADLPHGKQQTPCLFCNRLFTSAEETFSHCKSEHQFNIDSMVHKHGLEFYGYIKLINFIRLKNPTVEYMNSIYNPVPWEKEEYLKPVLEDDLLLQFDVEDLYEPVSVPFSYPNGLSENTSVVEKLKHMEARALSAEAALARAREDLQKMKQFAQDFVMHTDVRTCSSSTSVIADLQEDEDGVYFSSYGHYGIHEEMLKDKIRTESYRDFIYQNPHIFKDKVVLDVGCGTGILSMFAAKAGAKKVLGVDQSEILYQAMDIIRLN.... Result: 1 (interaction). (2) The miRNA is hsa-miR-3187-3p with sequence UUGGCCAUGGGGCUGCGCGG. The protein sequence of the target gene is MFPLRALWLVWALLGVAGSCPEPCACVDKYAHQFADCAYKELREVPEGLPANVTTLSLSANKITVLRRGAFADVTQVTSLWLAHNEVRTVEPGALAVLSQLKNLDLSHNFISSFPWSDLRNLSALQLLKMNHNRLGSLPRDALGALPDLRSLRINNNRLRTLAPGTFDALSALSHLQLYHNPFHCGCGLVWLQAWAASTRVSLPEPDSIACASPPALQGVPVYRLPALPCAPPSVHLSAEPPLEAPGTPLRAGLAFVLHCIADGHPTPRLQWQLQIPGGTVVLEPPVLSGEDDGVGAEEG.... Result: 0 (no interaction). (3) The miRNA is hsa-miR-548aa with sequence AAAAACCACAAUUACUUUUGCACCA. The protein sequence of the target gene is MALADKRLENLQIYKVLQCVRNKDKKQIEKLTKLGYPELINYTEPINGLSALHLASVSNDIDMVSFLLDLGAHPDVQDRMGCTPTMRAAELGHELSMEILAKAKADMTIVDNEGKGVLFYCILPTKRHYRCALIALEHGADVNNSTYEGKPIFLRACEDAHDVKDVCLTFLEKGANPNAINSSTGRTALMEASREGVVEIVRGILERGGEVNAFDNDRHHAAHFAAKGGFFDILKLLFAYNGDVGLISINGNTPLHYAAMGGFADCCKYIAQRGCDLKWKNLDHKTPRAVAKEGGFKAAS.... Result: 1 (interaction). (4) The miRNA is hsa-miR-619-5p with sequence GCUGGGAUUACAGGCAUGAGCC. The protein sequence of the target gene is MLRLRSGLRHLRATPNTRGSARLLCAEMPKKAGATTKGKSQSKEPERPLPPLGPVAVDPKGCVTIAIHAKPGSKQNAVTDLTAEAVNVAIAAPPSEGEANAELCRYLSKVLELRKSDVVLDKGGKSREKVVKLLASTTPEEILEKLKKEAKKT. Result: 1 (interaction). (5) The miRNA is hsa-miR-6760-5p with sequence CAGGGAGAAGGUGGAAGUGCAGA. The protein sequence of the target gene is MVRHQPLQYYEPQLCLSCLTGIYGCRWKRYQRSHDDTTPWERLWFLLLTFTFGLTLTWLYFWWEVHNDYDEFNWYLYNRMGYWSDWPVPILVTTAAAFAYIAGLLVLALCHIAVGQQMNLHWLHKIGLVVILASTVVAMSAVAQLWEDEWEVLLISLQGTAPFLHVGAVAAVTMLSWIVAGQFARAERTSSQVTILCTFFTVVFALYLAPLTISSPCIMEKKDLGPKPALIGHRGAPMLAPEHTLMSFRKALEQKLYGLQADITISLDGVPFLMHDTTLRRTTNVEEEFPELARRPASML.... Result: 1 (interaction). (6) The miRNA is hsa-miR-6808-3p with sequence GUGUGACCACCGUUCCUGCAG. The protein sequence of the target gene is MAAGGSDPRAGDVEEDASQLIFPKEFETAETLLNSEVHMLLEHRKQQNESAEDEQELSEVFMKTLNYTARFSRFKNRETIASVRSLLLQKKLHKFELACLANLCPETAEESKALIPSLEGRFEDEELQQILDDIQTKRSFQY. Result: 1 (interaction).